Predict the reaction yield, written as a fraction of the theoretical maximum amount of product (1.0 means a 100% yield; for example, 0.34 means a 34% yield). From a dataset of Reaction yield outcomes from USPTO patents with 853,638 reactions. (1) The reactants are N1C=CC=CC=1C1C=CC=CN=1.CN(C=O)C.Cl[C:19]1[C:20]([C:28]([OH:30])=[O:29])=[N:21][C:22]([Cl:27])=[C:23]([Cl:26])[C:24]=1[Cl:25]. The catalyst is [Zn].O. The product is [Cl:25][C:24]1[C:23]([Cl:26])=[C:22]([Cl:27])[N:21]=[C:20]([C:28]([OH:30])=[O:29])[CH:19]=1. The yield is 0.815. (2) The reactants are [Cu]([C:4]#[N:5])C#N.[Br:6][C:7]1[CH:8]=[CH:9][C:10]2[C:23]3[N:22]=[C:21]([C:24]4[C:29](Br)=[CH:28][CH:27]=[CH:26][C:25]=4Br)[NH:20][C:19]=3[C:18]3[C:13](=[CH:14][C:15]([C:32]([OH:35])([CH3:34])[CH3:33])=[CH:16][CH:17]=3)[C:11]=2[CH:12]=1.[NH4+].[OH-].C(OCC)(=O)C.[CH3:44][N:45](C=O)C. No catalyst specified. The product is [Br:6][C:7]1[CH:8]=[CH:9][C:10]2[C:23]3[N:22]=[C:21]([C:24]4[C:25]([C:4]#[N:5])=[CH:26][CH:27]=[CH:28][C:29]=4[C:44]#[N:45])[NH:20][C:19]=3[C:18]3[C:13](=[CH:14][C:15]([C:32]([OH:35])([CH3:33])[CH3:34])=[CH:16][CH:17]=3)[C:11]=2[CH:12]=1. The yield is 0.250. (3) The reactants are [N:1]1([C:7]([O:9][C:10]([CH3:13])([CH3:12])[CH3:11])=[O:8])[CH2:6][CH2:5][NH:4][CH2:3][CH2:2]1.C(N(CC)CC)C.[Cl:21][C:22]1[CH:32]=[CH:31][C:25]([O:26][CH2:27][C:28](Cl)=[O:29])=[CH:24][CH:23]=1. The catalyst is ClCCl. The product is [Cl:21][C:22]1[CH:32]=[CH:31][C:25]([O:26][CH2:27][C:28]([N:4]2[CH2:5][CH2:6][N:1]([C:7]([O:9][C:10]([CH3:13])([CH3:12])[CH3:11])=[O:8])[CH2:2][CH2:3]2)=[O:29])=[CH:24][CH:23]=1. The yield is 1.00. (4) The reactants are O=S(Cl)[Cl:3].[N+:5]([C:8]1[CH:9]=[C:10]([C:15]([F:18])([F:17])[F:16])[C:11](O)=[N:12][CH:13]=1)([O-:7])=[O:6].CN(C=O)C. No catalyst specified. The product is [Cl:3][C:11]1[C:10]([C:15]([F:18])([F:17])[F:16])=[CH:9][C:8]([N+:5]([O-:7])=[O:6])=[CH:13][N:12]=1. The yield is 0.860. (5) The reactants are [CH3:1][CH2:2][Mg+].[Br-].Br[C:6]1[CH:15]=[CH:14][C:9]([C:10]([O:12][CH3:13])=[O:11])=[C:8]([CH3:16])[CH:7]=1. The catalyst is O1CCCC1.[Zn+2].[Br-].[Br-].C1C=CC(P(C2C=CC=CC=2)[C-]2C=CC=C2)=CC=1.C1C=CC(P(C2C=CC=CC=2)[C-]2C=CC=C2)=CC=1.Cl[Pd]Cl.[Fe+2]. The product is [CH2:1]([C:6]1[CH:15]=[CH:14][C:9]([C:10]([O:12][CH3:13])=[O:11])=[C:8]([CH3:16])[CH:7]=1)[CH3:2]. The yield is 0.840. (6) The yield is 0.0800. The product is [OH:1][CH2:2][CH2:3][N:4]([CH:22]([CH3:24])[CH3:23])[C:5]([C:7]1[S:8][C:9]2[CH2:10][CH2:11][O:12][C:13]3[CH:20]=[CH:19][C:18]([C:31]4[CH:30]=[N:29][N:28]([CH2:27][C:26]([OH:43])([CH3:42])[CH3:25])[CH:32]=4)=[CH:17][C:14]=3[C:15]=2[N:16]=1)=[O:6]. No catalyst specified. The reactants are [OH:1][CH2:2][CH2:3][N:4]([CH:22]([CH3:24])[CH3:23])[C:5]([C:7]1[S:8][C:9]2[CH2:10][CH2:11][O:12][C:13]3[CH:20]=[CH:19][C:18](Br)=[CH:17][C:14]=3[C:15]=2[N:16]=1)=[O:6].[CH3:25][C:26]([OH:43])([CH3:42])[CH2:27][N:28]1[CH:32]=[C:31](B2OC(C)(C)C(C)(C)O2)[CH:30]=[N:29]1. (7) The reactants are [CH2:1]([OH:6])[CH2:2][CH2:3][CH2:4][CH3:5].[C:7]1([CH3:17])[CH:12]=[CH:11][C:10]([S:13](Cl)(=[O:15])=[O:14])=[CH:9][CH:8]=1. The catalyst is C(Cl)Cl.N1C=CC=CC=1.CN(C1C=CN=CC=1)C. The product is [CH3:17][C:7]1[CH:12]=[CH:11][C:10]([S:13]([O:6][CH2:1][CH2:2][CH2:3][CH2:4][CH3:5])(=[O:15])=[O:14])=[CH:9][CH:8]=1. The yield is 0.630.